From a dataset of Forward reaction prediction with 1.9M reactions from USPTO patents (1976-2016). Predict the product of the given reaction. (1) Given the reactants C([O:4][C@@H:5]1[C@@H:28]([O:29]C(=O)C)[C@H:27]([O:33]C(=O)C)[C@@H:26]([CH2:37][O:38]C(=O)C)[O:25][C@H:6]1[O:7][C:8]1[CH:13]=[CH:12][CH:11]=[CH:10][C:9]=1[CH2:14][C:15]1[CH:20]=[CH:19][C:18]([C:21]([O:23][CH3:24])=[O:22])=[CH:17][CH:16]=1)(=O)C.C[O-].[Na+], predict the reaction product. The product is: [O:7]([C:8]1[CH:13]=[CH:12][CH:11]=[CH:10][C:9]=1[CH2:14][C:15]1[CH:20]=[CH:19][C:18]([C:21]([O:23][CH3:24])=[O:22])=[CH:17][CH:16]=1)[C@@H:6]1[O:25][C@H:26]([CH2:37][OH:38])[C@@H:27]([OH:33])[C@H:28]([OH:29])[C@H:5]1[OH:4]. (2) Given the reactants [C:1]1([C@@H:7]([NH2:9])[CH3:8])[CH:6]=[CH:5][CH:4]=[CH:3][CH:2]=1.[CH:10]1([NH:13][C:14]([C:16]2[CH:17]=[C:18]([F:40])[C:19]([CH3:39])=[C:20]([C:22]3[CH:27]=[CH:26][C:25]([C:28](O)=[O:29])=[CH:24][C:23]=3[C:31]([NH:33][C:34]3[S:35][CH:36]=[CH:37][N:38]=3)=[O:32])[CH:21]=2)=[O:15])[CH2:12][CH2:11]1.Cl.CN(C)CCCN=C=NCC.CCOC(C)=O, predict the reaction product. The product is: [CH:10]1([NH:13][C:14]([C:16]2[CH:21]=[C:20]([C:22]3[C:23]([C:31]([NH:33][C:34]4[S:35][CH:36]=[CH:37][N:38]=4)=[O:32])=[CH:24][C:25]([C:28]([NH:9][C@@H:7]([C:1]4[CH:6]=[CH:5][CH:4]=[CH:3][CH:2]=4)[CH3:8])=[O:29])=[CH:26][CH:27]=3)[C:19]([CH3:39])=[C:18]([F:40])[CH:17]=2)=[O:15])[CH2:12][CH2:11]1. (3) Given the reactants [F:1][C:2]([F:7])([F:6])[C:3]([OH:5])=[O:4].[CH2:8]([S:10]([N:13]1[CH2:18][CH2:17][CH:16]([C:19]2[C:27]3[C:22](=[C:23]([C:43]([NH2:45])=[O:44])[CH:24]=[C:25]([C:28]4[CH:33]=[C:32]([CH2:34][NH:35][CH2:36][C@@H:37]5[CH2:41][CH2:40]CO5)[CH:31]=[C:30]([F:42])[CH:29]=4)[CH:26]=3)[NH:21][CH:20]=2)[CH2:15][CH2:14]1)(=[O:12])=[O:11])[CH3:9].O1CCC[C@H]1CN, predict the reaction product. The product is: [F:1][C:2]([F:7])([F:6])[C:3]([OH:5])=[O:4].[CH:37]1([CH2:36][NH:35][CH2:34][C:32]2[CH:33]=[C:28]([C:25]3[CH:26]=[C:27]4[C:22](=[C:23]([C:43]([NH2:45])=[O:44])[CH:24]=3)[NH:21][CH:20]=[C:19]4[CH:16]3[CH2:17][CH2:18][N:13]([S:10]([CH2:8][CH3:9])(=[O:11])=[O:12])[CH2:14][CH2:15]3)[CH:29]=[C:30]([F:42])[CH:31]=2)[CH2:41][CH2:40]1. (4) Given the reactants O1C2C=CC=CC=2[C:3]([CH2:10][CH2:11][CH2:12][NH:13][CH2:14][C@@H:15]2[O:29][C:19]3=[C:20]4[C:25](=[CH:26][CH:27]=[C:18]3[O:17][CH2:16]2)[N:24]=[C:23]([CH3:28])[CH:22]=[CH:21]4)=C1.[CH:30](=[O:32])[CH3:31].C(O[BH-](O[C:43](=O)[CH3:44])OC(=O)C)(=O)C.[Na+].[C:47](O)(=O)[CH3:48], predict the reaction product. The product is: [O:32]1[C:3]2[CH:10]=[CH:11][CH:12]=[CH:47][C:48]=2[C:31]([CH2:3][CH2:10][CH2:11][CH2:12][N:13]([CH2:43][CH3:44])[CH2:14][C@@H:15]2[O:29][C:19]3=[C:20]4[C:25](=[CH:26][CH:27]=[C:18]3[O:17][CH2:16]2)[N:24]=[C:23]([CH3:28])[CH:22]=[CH:21]4)=[CH:30]1. (5) Given the reactants N[C:2]1[C:3]([Cl:23])=[CH:4][C:5]([N+:20]([O-:22])=[O:21])=[C:6]([S:8][C:9]2[CH:19]=[CH:18][CH:17]=[CH:16][C:10]=2[C:11]([N:13]([CH3:15])[CH3:14])=[O:12])[CH:7]=1.N([O-])=O.[Na+].[F:28][P-](F)(F)(F)(F)F.[H+], predict the reaction product. The product is: [Cl:23][C:3]1[C:2]([F:28])=[CH:7][C:6]([S:8][C:9]2[CH:19]=[CH:18][CH:17]=[CH:16][C:10]=2[C:11]([N:13]([CH3:15])[CH3:14])=[O:12])=[C:5]([N+:20]([O-:22])=[O:21])[CH:4]=1. (6) Given the reactants Br[C:2]1[CH:11]=[CH:10][C:9]2[N:8]=[CH:7][C:6]3[N:12]([CH3:23])[C:13](=[O:22])[N:14]([C:15]4[C:16]([CH3:21])=[N:17][N:18]([CH3:20])[CH:19]=4)[C:5]=3[C:4]=2[CH:3]=1.[CH2:24]([O:26][C:27]1[C:28]([O:42][CH3:43])=[N:29][CH:30]=[C:31](B2OC(C)(C)C(C)(C)O2)[CH:32]=1)[CH3:25], predict the reaction product. The product is: [CH3:20][N:18]1[CH:19]=[C:15]([N:14]2[C:5]3[C:4]4[CH:3]=[C:2]([C:31]5[CH:30]=[N:29][C:28]([O:42][CH3:43])=[C:27]([O:26][CH2:24][CH3:25])[CH:32]=5)[CH:11]=[CH:10][C:9]=4[N:8]=[CH:7][C:6]=3[N:12]([CH3:23])[C:13]2=[O:22])[C:16]([CH3:21])=[N:17]1. (7) Given the reactants Cl[C:2]1[CH:7]=[C:6]([O:8][C:9]2[CH:14]=[CH:13][C:12]([NH2:15])=[C:11]([F:16])[CH:10]=2)[CH:5]=[CH:4][N:3]=1.[CH:17]([N:20]1[CH:24]=[C:23](B2OC(C)(C)C(C)(C)O2)[CH:22]=[N:21]1)([CH3:19])[CH3:18].C([O-])([O-])=O.[K+].[K+], predict the reaction product. The product is: [F:16][C:11]1[CH:10]=[C:9]([O:8][C:6]2[CH:5]=[CH:4][N:3]=[C:2]([C:23]3[CH:22]=[N:21][N:20]([CH:17]([CH3:19])[CH3:18])[CH:24]=3)[CH:7]=2)[CH:14]=[CH:13][C:12]=1[NH2:15]. (8) Given the reactants [Br:1][C:2]1[C:3](Cl)=[N:4][CH:5]=[C:6]([CH:21]=1)[C:7]([NH:9][C:10]1[CH:15]=[CH:14][C:13]([O:16][C:17]([F:20])([F:19])[F:18])=[CH:12][CH:11]=1)=[O:8].C([O-])([O-])=O.[K+].[K+].[CH3:29][O:30][CH2:31][CH2:32][OH:33], predict the reaction product. The product is: [Br:1][C:2]1[C:3]([O:33][CH2:32][CH2:31][O:30][CH3:29])=[N:4][CH:5]=[C:6]([CH:21]=1)[C:7]([NH:9][C:10]1[CH:15]=[CH:14][C:13]([O:16][C:17]([F:20])([F:19])[F:18])=[CH:12][CH:11]=1)=[O:8]. (9) The product is: [Cl:37][C:23]1[C:24]([NH:26][C@@H:27]2[C@@H:32]3[CH2:33][C@@H:29]([CH:30]=[CH:31]3)[C@@H:28]2[C:34]([NH2:36])=[O:35])=[N:25][C:20]([NH:17][C:12]2[C:13]([O:15][CH3:16])=[CH:14][C:7]3[CH2:6][CH2:5][N:4]([CH2:3][CH:2]([F:1])[F:18])[CH2:10][CH2:9][C:8]=3[CH:11]=2)=[N:21][CH:22]=1. Given the reactants [F:1][CH:2]([F:18])[CH2:3][N:4]1[CH2:10][CH2:9][C:8]2[CH:11]=[C:12]([NH2:17])[C:13]([O:15][CH3:16])=[CH:14][C:7]=2[CH2:6][CH2:5]1.Cl[C:20]1[N:25]=[C:24]([NH:26][C@@H:27]2[C@@H:32]3[CH2:33][C@@H:29]([CH:30]=[CH:31]3)[C@@H:28]2[C:34]([NH2:36])=[O:35])[C:23]([Cl:37])=[CH:22][N:21]=1, predict the reaction product.